Task: Predict which catalyst facilitates the given reaction.. Dataset: Catalyst prediction with 721,799 reactions and 888 catalyst types from USPTO (1) Reactant: [NH2:1][C:2]1[C:10]([F:11])=[C:9]([Br:12])[CH:8]=[CH:7][C:3]=1[C:4]([OH:6])=[O:5].C1C(=O)N([Cl:20])C(=O)C1. Product: [NH2:1][C:2]1[C:10]([F:11])=[C:9]([Br:12])[C:8]([Cl:20])=[CH:7][C:3]=1[C:4]([OH:6])=[O:5]. The catalyst class is: 3. (2) Reactant: CC([Si](C)(C)[O:6][CH2:7][C:8]1[CH:13]=[CH:12][C:11]([C:14]2[CH:19]=[C:18]([O:20][CH3:21])[CH:17]=[CH:16][C:15]=2[F:22])=[C:10]([CH:23]([C:25]2([CH3:28])[CH2:27][CH2:26]2)[OH:24])[CH:9]=1)(C)C.CO.CC1C=CC(S([O-])(=O)=O)=CC=1.C1C=C[NH+]=CC=1. Product: [F:22][C:15]1[CH:16]=[CH:17][C:18]([O:20][CH3:21])=[CH:19][C:14]=1[C:11]1[CH:12]=[CH:13][C:8]([CH2:7][OH:6])=[CH:9][C:10]=1[CH:23]([C:25]1([CH3:28])[CH2:27][CH2:26]1)[OH:24]. The catalyst class is: 25. (3) Reactant: [F:1][C:2]1[CH:28]=[C:27]([F:29])[CH:26]=[CH:25][C:3]=1[O:4][CH:5]1[CH2:10][CH2:9][N:8]([C:11]2[N:12]=[C:13]3[CH:24]=[CH:23][N:22]=[CH:21][C:14]3=[N:15][C:16]=2[NH:17][CH:18]([CH3:20])[CH3:19])[CH2:7][CH2:6]1.[CH2:30]([Br:37])[C:31]1[CH:36]=[CH:35][CH:34]=[CH:33][CH:32]=1. Product: [Br-:37].[CH2:30]([N+:22]1[CH:23]=[CH:24][C:13]2[C:14](=[N:15][C:16]([NH:17][CH:18]([CH3:20])[CH3:19])=[C:11]([N:8]3[CH2:7][CH2:6][CH:5]([O:4][C:3]4[CH:25]=[CH:26][C:27]([F:29])=[CH:28][C:2]=4[F:1])[CH2:10][CH2:9]3)[N:12]=2)[CH:21]=1)[C:31]1[CH:36]=[CH:35][CH:34]=[CH:33][CH:32]=1. The catalyst class is: 10. (4) Reactant: [CH2:1]([OH:4])[CH2:2][OH:3].[H-].[Na+].[Cl:7][C:8]1[N:9]=[N:10][C:11]([Cl:15])=[CH:12][C:13]=1Cl.BrC1C(Cl)=C(Cl)N=NC=1. Product: [Cl:7][C:8]1[N:9]=[N:10][C:11]([Cl:15])=[CH:12][C:13]=1[O:3][CH2:2][CH2:1][OH:4]. The catalyst class is: 7. (5) Reactant: C([O:4][C@@H:5]([CH3:51])[C:6]([N:8]([CH2:34][C@H:35]1[C@@H:39]([F:40])[CH2:38][N:37](C(OCC2C=CC=CC=2)=O)[CH2:36]1)[C@@H:9]([C:14]1[N:18]([CH2:19][C:20]2[CH:25]=[CH:24][CH:23]=[CH:22][CH:21]=2)[N:17]=[C:16]([C:26]2[CH:31]=[C:30]([F:32])[CH:29]=[CH:28][C:27]=2[F:33])[N:15]=1)[C:10]([CH3:13])([CH3:12])[CH3:11])=[O:7])(=O)C.C(=O)([O-])[O-].[K+].[K+]. Product: [CH2:19]([N:18]1[C:14]([C@H:9]([N:8]([CH2:34][C@H:35]2[C@@H:39]([F:40])[CH2:38][NH:37][CH2:36]2)[C:6](=[O:7])[C@@H:5]([OH:4])[CH3:51])[C:10]([CH3:13])([CH3:11])[CH3:12])=[N:15][C:16]([C:26]2[CH:31]=[C:30]([F:32])[CH:29]=[CH:28][C:27]=2[F:33])=[N:17]1)[C:20]1[CH:25]=[CH:24][CH:23]=[CH:22][CH:21]=1. The catalyst class is: 582. (6) Reactant: Cl.[Cl:2][C:3]1[CH:26]=[CH:25][C:6]2[N:7]3[C:11]([CH2:12][NH:13][CH2:14][C:5]=2[CH:4]=1)=[N:10][N:9]=[C:8]3[C@H:15]1[CH2:20][CH2:19][C@H:18]([O:21][CH:22]([CH3:24])[CH3:23])[CH2:17][CH2:16]1.C(N(CC)CC)C.[C:34](Cl)(=[O:36])[CH3:35]. Product: [Cl:2][C:3]1[CH:26]=[CH:25][C:6]2[N:7]3[C:11](=[N:10][N:9]=[C:8]3[C@H:15]3[CH2:16][CH2:17][C@H:18]([O:21][CH:22]([CH3:24])[CH3:23])[CH2:19][CH2:20]3)[CH2:12][N:13]([C:34](=[O:36])[CH3:35])[CH2:14][C:5]=2[CH:4]=1. The catalyst class is: 4.